This data is from Catalyst prediction with 721,799 reactions and 888 catalyst types from USPTO. The task is: Predict which catalyst facilitates the given reaction. (1) Reactant: [S:1]1[C:5]2[CH:6]=[C:7]([N:10]3[CH2:14][CH2:13][NH:12][C:11]3=[O:15])[CH:8]=[CH:9][C:4]=2[N:3]=[CH:2]1.Br[C:17]1[CH:18]=[N:19][CH:20]=[C:21]([Cl:24])[C:22]=1[CH3:23].N[C@@H]1CCCC[C@H]1N.P([O-])([O-])([O-])=O.[K+].[K+].[K+]. Product: [S:1]1[C:5]2[CH:6]=[C:7]([N:10]3[CH2:14][CH2:13][N:12]([C:17]4[CH:18]=[N:19][CH:20]=[C:21]([Cl:24])[C:22]=4[CH3:23])[C:11]3=[O:15])[CH:8]=[CH:9][C:4]=2[N:3]=[CH:2]1. The catalyst class is: 246. (2) Reactant: [F:1][C:2]([C:5]1[CH:6]=[N:7][CH:8]=[C:9]([CH2:11][O:12][Si](C(C)C)(C(C)C)C(C)C)[CH:10]=1)([CH3:4])[CH3:3]. Product: [F:1][C:2]([C:5]1[CH:10]=[C:9]([CH2:11][OH:12])[CH:8]=[N:7][CH:6]=1)([CH3:4])[CH3:3]. The catalyst class is: 1. (3) Reactant: C([O:5][C:6](=[O:41])[CH2:7][CH2:8][CH2:9][CH2:10][N:11]1[C:17]2[CH:18]=[CH:19][C:20]([I:22])=[CH:21][C:16]=2[C:15](=[O:23])[N:14]([C@@H:24]([C:26]2[CH:31]=[CH:30][C:29]([Cl:32])=[CH:28][CH:27]=2)[CH3:25])[C@@H:13]([C:33]2[CH:38]=[CH:37][C:36]([Cl:39])=[CH:35][CH:34]=2)[C:12]1=[O:40])(C)(C)C. Product: [Cl:39][C:36]1[CH:37]=[CH:38][C:33]([C@H:13]2[C:12](=[O:40])[N:11]([CH2:10][CH2:9][CH2:8][CH2:7][C:6]([OH:41])=[O:5])[C:17]3[CH:18]=[CH:19][C:20]([I:22])=[CH:21][C:16]=3[C:15](=[O:23])[N:14]2[C@@H:24]([C:26]2[CH:27]=[CH:28][C:29]([Cl:32])=[CH:30][CH:31]=2)[CH3:25])=[CH:34][CH:35]=1. The catalyst class is: 631. (4) Reactant: [O:1]=[C:2]1[CH2:8][CH2:7][N:6]([C:9]([O:11][C:12]([CH3:15])([CH3:14])[CH3:13])=[O:10])[CH2:5][CH2:4][NH:3]1.[CH3:16][Si](C)(C)[N-][Si](C)(C)C.[Li+].Br[CH2:27][C:28]1[CH:36]=[CH:35][C:31]([C:32]([O-:34])=[O:33])=[CH:30][CH:29]=1. Product: [CH3:16][O:34][C:32]([C:31]1[CH:35]=[CH:36][C:28]([CH2:27][N:3]2[C:2](=[O:1])[CH2:8][CH2:7][N:6]([C:9]([O:11][C:12]([CH3:15])([CH3:14])[CH3:13])=[O:10])[CH2:5][CH2:4]2)=[CH:29][CH:30]=1)=[O:33]. The catalyst class is: 20. (5) Reactant: [CH3:1][S:2](Cl)(=O)=O.[N:6]1([C:11]2[N:12]=[C:13]([N:23]3[CH2:28][CH2:27][O:26][CH2:25][CH2:24]3)[C:14]3[N:20]=[C:19]([CH2:21]O)[CH:18]=[CH:17][C:15]=3[N:16]=2)[CH:10]=[CH:9][N:8]=[CH:7]1.CCN(C(C)C)C(C)C.C[S-].[Na+]. Product: [N:6]1([C:11]2[N:12]=[C:13]([N:23]3[CH2:28][CH2:27][O:26][CH2:25][CH2:24]3)[C:14]3[N:20]=[C:19]([CH2:21][S:2][CH3:1])[CH:18]=[CH:17][C:15]=3[N:16]=2)[CH:10]=[CH:9][N:8]=[CH:7]1. The catalyst class is: 2. (6) Product: [CH3:49][O:48][C:44](=[O:47])/[CH:45]=[CH:46]/[C:18]1[CH:19]=[C:20]2[C:15](=[CH:16][CH:17]=1)[O:14][C:11]1([CH2:12][CH2:13][N:8]([C:6]([O:5][C:1]([CH3:4])([CH3:3])[CH3:2])=[O:7])[CH2:9][CH2:10]1)[CH2:22][C:21]2=[O:23]. Reactant: [C:1]([O:5][C:6]([N:8]1[CH2:13][CH2:12][C:11]2([CH2:22][C:21](=[O:23])[C:20]3[C:15](=[CH:16][CH:17]=[C:18](Br)[CH:19]=3)[O:14]2)[CH2:10][CH2:9]1)=[O:7])([CH3:4])([CH3:3])[CH3:2].C1C=CC(P(C2C=CC=CC=2)C2C=CC=CC=2)=CC=1.[C:44]([O:48][CH3:49])(=[O:47])[CH:45]=[CH2:46]. The catalyst class is: 416.